From a dataset of Forward reaction prediction with 1.9M reactions from USPTO patents (1976-2016). Predict the product of the given reaction. (1) Given the reactants [CH:1]1[C:10]2[C:5](=[CH:6][CH:7]=[CH:8][CH:9]=2)[CH:4]=[C:3]([C:11]([OH:13])=O)[N:2]=1.[NH2:14][CH2:15][CH2:16][CH2:17][N:18]1[C:30]2[C:29]3[CH:28]=[CH:27][CH:26]=[CH:25][C:24]=3[N:23]=[C:22]([NH2:31])[C:21]=2[N:20]=[C:19]1[CH2:32][CH2:33][O:34][CH3:35], predict the reaction product. The product is: [NH2:31][C:22]1[C:21]2[N:20]=[C:19]([CH2:32][CH2:33][O:34][CH3:35])[N:18]([CH2:17][CH2:16][CH2:15][NH:14][C:11]([C:3]3[N:2]=[CH:1][C:10]4[C:5]([CH:4]=3)=[CH:6][CH:7]=[CH:8][CH:9]=4)=[O:13])[C:30]=2[C:29]2[CH:28]=[CH:27][CH:26]=[CH:25][C:24]=2[N:23]=1. (2) Given the reactants [Br:1][C:2]1[C:7](=[O:8])[N:6]2[CH:9]=[CH:10][CH:11]=[CH:12][C:5]2=[N:4][C:3]=1[CH3:13].[CH:14]1([O:19][C:20]2[C:27]([O:28][CH3:29])=[CH:26][CH:25]=[CH:24][C:21]=2[CH:22]=O)[CH2:18][CH2:17][CH2:16][CH2:15]1.[O-]CC.[Na+], predict the reaction product. The product is: [Br:1][C:2]1[C:7](=[O:8])[N:6]2[CH:9]=[CH:10][CH:11]=[CH:12][C:5]2=[N:4][C:3]=1/[CH:13]=[CH:22]/[C:21]1[CH:24]=[CH:25][CH:26]=[C:27]([O:28][CH3:29])[C:20]=1[O:19][CH:14]1[CH2:18][CH2:17][CH2:16][CH2:15]1. (3) Given the reactants Br[C:2]1[CH:3]=[C:4]2[C:8](=[C:9]([CH2:11][CH3:12])[CH:10]=1)[NH:7][N:6]=[C:5]2[CH3:13].[H-].[Na+].C([Li])(C)(C)C.CCCCC.Cl.[C:27](=O)(O)[O-:28].[Na+], predict the reaction product. The product is: [CH2:11]([C:9]1[CH:10]=[C:2]([CH:27]=[O:28])[CH:3]=[C:4]2[C:8]=1[NH:7][N:6]=[C:5]2[CH3:13])[CH3:12]. (4) Given the reactants N1C=CN=C1.[C:6]([Si:10](Cl)([C:17]1[CH:22]=[CH:21][CH:20]=[CH:19][CH:18]=1)[C:11]1[CH:16]=[CH:15][CH:14]=[CH:13][CH:12]=1)([CH3:9])([CH3:8])[CH3:7].[CH2:24]([NH:26][CH2:27][CH2:28][OH:29])[CH3:25], predict the reaction product. The product is: [Si:10]([O:29][CH2:28][CH2:27][NH:26][CH2:24][CH3:25])([C:6]([CH3:9])([CH3:8])[CH3:7])([C:17]1[CH:22]=[CH:21][CH:20]=[CH:19][CH:18]=1)[C:11]1[CH:16]=[CH:15][CH:14]=[CH:13][CH:12]=1. (5) Given the reactants I[C:2]1[S:6][C:5]([C:7]([O:9][CH3:10])=[O:8])=[C:4]([NH:11][CH:12]([CH3:14])[CH3:13])[CH:3]=1.CC1(C)C(C)(C)OB([C:23]2[CH:28]=[CH:27][C:26]([C:29]3[CH:37]=[C:32]4[N:33]=[CH:34][CH:35]=[CH:36][N:31]4[N:30]=3)=[CH:25][CH:24]=2)O1.C(=O)([O-])[O-].[Na+].[Na+], predict the reaction product. The product is: [CH3:13][CH:12]([NH:11][C:4]1[CH:3]=[C:2]([C:23]2[CH:28]=[CH:27][C:26]([C:29]3[CH:37]=[C:32]4[N:33]=[CH:34][CH:35]=[CH:36][N:31]4[N:30]=3)=[CH:25][CH:24]=2)[S:6][C:5]=1[C:7]([O:9][CH3:10])=[O:8])[CH3:14]. (6) Given the reactants C(=O)([O-])[O-].[Na+].[Na+].Br[C:8]1[CH:20]=[CH:19][C:11]([C:12]([O:14][C:15]([CH3:18])([CH3:17])[CH3:16])=[O:13])=[C:10]([N+:21]([O-:23])=[O:22])[CH:9]=1.[N:24]1[CH:29]=[CH:28][C:27](B(O)O)=[CH:26][CH:25]=1, predict the reaction product. The product is: [N+:21]([C:10]1[CH:9]=[C:8]([C:27]2[CH:28]=[CH:29][N:24]=[CH:25][CH:26]=2)[CH:20]=[CH:19][C:11]=1[C:12]([O:14][C:15]([CH3:18])([CH3:17])[CH3:16])=[O:13])([O-:23])=[O:22]. (7) Given the reactants [CH3:1][O:2][C:3]1[CH:4]=[C:5]2[C:10](=[CH:11][C:12]=1[O:13][CH3:14])[N:9]=[CH:8][CH:7]=[C:6]2[O:15][C:16]1[CH:22]=[CH:21][C:19]([NH2:20])=[C:18]([CH3:23])[C:17]=1C.ClC(Cl)(O[C:29](=[O:35])[O:30][C:31](Cl)(Cl)Cl)Cl.[O:37]1[CH2:42][CH2:41][N:40]([CH2:43][CH2:44]CO)[CH2:39][CH2:38]1.[C:47](=O)(O)[O-].[Na+], predict the reaction product. The product is: [CH3:1][O:2][C:3]1[CH:4]=[C:5]2[C:10](=[CH:11][C:12]=1[O:13][CH3:14])[N:9]=[CH:8][CH:7]=[C:6]2[O:15][C:16]1[C:22]([CH3:47])=[CH:21][C:19]([NH:20][C:29](=[O:35])[O:30][CH2:31][CH2:44][CH2:43][N:40]2[CH2:41][CH2:42][O:37][CH2:38][CH2:39]2)=[C:18]([CH3:23])[CH:17]=1. (8) Given the reactants [CH2:1]([N:8]=[C:9]=[O:10])[CH2:2][CH2:3][CH2:4][CH2:5][CH2:6][CH3:7].[CH3:11][NH:12][C:13]1[CH:14]=[C:15]([C:19]2[CH:24]=[CH:23][C:22]([CH2:25][CH2:26][C:27]([O:29][CH3:30])=[O:28])=[CH:21][CH:20]=2)[CH:16]=[CH:17][CH:18]=1.O1CCCC1.C(N(CC)CC)C, predict the reaction product. The product is: [CH3:11][N:12]([C:13]1[CH:14]=[C:15]([C:19]2[CH:24]=[CH:23][C:22]([CH2:25][CH2:26][C:27]([O:29][CH3:30])=[O:28])=[CH:21][CH:20]=2)[CH:16]=[CH:17][CH:18]=1)[C:9]([NH:8][CH2:1][CH2:2][CH2:3][CH2:4][CH2:5][CH2:6][CH3:7])=[O:10]. (9) Given the reactants [CH:1]([N:4]1[CH2:10][CH2:9][C:8](=[O:11])[N:7]([CH3:12])[C:6]2[CH:13]=[N:14][C:15]([NH:17][C:18]3[CH:26]=[CH:25][C:21]([C:22](O)=[O:23])=[CH:20][C:19]=3[O:27][CH3:28])=[N:16][C:5]1=2)([CH3:3])[CH3:2].F[P-](F)(F)(F)(F)F.CN(C(N(C)C)=[N+]1C2C(=NC=CC=2)[N+]([O-])=N1)C.C(N(C(C)C)C(C)C)C.[NH2:62][CH:63]1[CH2:68][CH2:67][N:66]([CH3:69])[CH2:65][CH2:64]1, predict the reaction product. The product is: [CH:1]([N:4]1[CH2:10][CH2:9][C:8](=[O:11])[N:7]([CH3:12])[C:6]2[CH:13]=[N:14][C:15]([NH:17][C:18]3[CH:26]=[CH:25][C:21]([C:22]([NH:62][CH:63]4[CH2:68][CH2:67][N:66]([CH3:69])[CH2:65][CH2:64]4)=[O:23])=[CH:20][C:19]=3[O:27][CH3:28])=[N:16][C:5]1=2)([CH3:3])[CH3:2].